Dataset: Antibody developability classification from SAbDab with 2,409 antibodies. Task: Regression/Classification. Given an antibody's heavy chain and light chain sequences, predict its developability. TAP uses regression for 5 developability metrics; SAbDab uses binary classification. (1) The antibody is ['QVQLVQSGPEVKKPGASVRLSCKASGYVFTNYGVSWVRQAPGQGLEWMGWSSPYNGNTYYAQKLKARVTMTTDTSTNTAYMELRSLRSDDTAVYYCGRDMLGVVQAVAGPFDSWGQGTLVTVSS', 'DTPMTQSPSSVSASVGDRVTISCRASQGISNSLAWYQQKLGKAPQLLIYAASSLQSGVPSRFSGSGSGTDFTLTISSLQPEDFATYYCQQTNTFPFTFGPGTKVEVR']. Result: 0 (not developable). (2) The antibody is ['1zlv', 'DVVMTQSPSTLSASVGDTITITCRASQSIETWLAWYQQKPGKAPKLLIYKASTLKTGVPSRFSGSGSGTEFTLTISGLQFDDFATYHCQHYAGYSATFGQGTRVEIK']. Result: 0 (not developable).